Dataset: Forward reaction prediction with 1.9M reactions from USPTO patents (1976-2016). Task: Predict the product of the given reaction. (1) The product is: [Cl:13][C:14]1[CH:15]=[CH:16][C:17]([C:20]2[CH:11]=[CH:12][N:8]3[C:1](=[O:2])[NH:3][N:10]=[C:9]3[C:21]=2[C:28]2[CH:29]=[CH:30][N:31]=[CH:32][CH:33]=2)=[CH:18][CH:19]=1. Given the reactants [C:1]([N:8]1[CH:12]=[CH:11][N:10]=[CH:9]1)([N:3]1C=CN=C1)=[O:2].[Cl:13][C:14]1[CH:19]=[CH:18][C:17]([C:20]2C=CN=C(NN)[C:21]=2[C:28]2[CH:33]=[CH:32][N:31]=[CH:30][CH:29]=2)=[CH:16][CH:15]=1.O, predict the reaction product. (2) Given the reactants [NH2:1][C:2]1[C:3]([C:15]([CH2:18][C:19]2[CH:24]=[CH:23][CH:22]=[CH:21][CH:20]=2)([OH:17])[CH3:16])(Cl)[CH2:4][C:5]([C:8]2[CH:13]=[CH:12][CH:11]=[CH:10][CH:9]=2)=[CH:6][CH:7]=1.[Cl:25]C(Cl)(OC(=O)OC(Cl)(Cl)Cl)Cl.C1[CH2:41][O:40]CC1, predict the reaction product. The product is: [CH2:18]([C:15]1([CH3:16])[O:17][C:41](=[O:40])[NH:1][C:2]2[CH:7]=[CH:6][C:5]([C:8]3[CH:13]=[CH:12][CH:11]=[C:10]([Cl:25])[CH:9]=3)=[CH:4][C:3]1=2)[C:19]1[CH:24]=[CH:23][CH:22]=[CH:21][CH:20]=1.